This data is from Forward reaction prediction with 1.9M reactions from USPTO patents (1976-2016). The task is: Predict the product of the given reaction. Given the reactants [Br:1][C:2]1[CH:7]=[CH:6][CH:5]=[C:4]([N+:8]([O-])=O)[C:3]=1[NH:11][CH2:12][CH2:13][OH:14].C(=O)(O)[O-].[Na+], predict the reaction product. The product is: [NH2:8][C:4]1[CH:5]=[CH:6][CH:7]=[C:2]([Br:1])[C:3]=1[NH:11][CH2:12][CH2:13][OH:14].